This data is from Full USPTO retrosynthesis dataset with 1.9M reactions from patents (1976-2016). The task is: Predict the reactants needed to synthesize the given product. (1) Given the product [C:1](=[O:2])([O-:4])[O-:3].[Ca+2:5].[C:6](=[O:7])([O-:9])[O-:8].[Mg+2:11], predict the reactants needed to synthesize it. The reactants are: [C:1](=[O:4])([OH:3])[O-:2].[Ca+2:5].[C:6](=[O:9])([OH:8])[O-:7].[Ca].[Mg:11].C(=O)(O)[O-].[Mg+2].C(=O)(O)[O-]. (2) Given the product [F:12][C:8]1[CH:7]=[C:6]([C:13]([O:15][CH3:16])=[O:14])[CH:5]=[C:4]2[C:9]=1[CH:10]=[N:11][C:2]([I:17])=[N:3]2, predict the reactants needed to synthesize it. The reactants are: N[C:2]1[N:11]=[CH:10][C:9]2[C:4](=[CH:5][C:6]([C:13]([O:15][CH3:16])=[O:14])=[CH:7][C:8]=2[F:12])[N:3]=1.[I:17]CI.N(OCCC(C)C)=O. (3) Given the product [CH2:12]([N:14]1[CH2:19][CH2:18][N:17]([C:2]2[CH:3]=[CH:4][C:5]([N+:9]([O-:11])=[O:10])=[C:6]([NH2:7])[CH:8]=2)[CH2:16][CH2:15]1)[CH3:13], predict the reactants needed to synthesize it. The reactants are: Cl[C:2]1[CH:3]=[CH:4][C:5]([N+:9]([O-:11])=[O:10])=[C:6]([CH:8]=1)[NH2:7].[CH2:12]([N:14]1[CH2:19][CH2:18][NH:17][CH2:16][CH2:15]1)[CH3:13].C(=O)([O-])[O-].[K+].[K+]. (4) The reactants are: [CH2:1]([C:8]#[N:9])[C:2]1[CH:7]=[CH:6][CH:5]=[CH:4][CH:3]=1.[H-].[Na+].[C:12](OCC)(=[O:16])[CH:13]([CH3:15])[CH3:14]. Given the product [CH3:14][CH:13]([CH3:15])[C:12](=[O:16])[CH:1]([C:2]1[CH:7]=[CH:6][CH:5]=[CH:4][CH:3]=1)[C:8]#[N:9], predict the reactants needed to synthesize it. (5) The reactants are: [CH2:1]([O:5][C:6]1[CH:11]=[CH:10][CH:9]=[CH:8][C:7]=1[CH2:12][CH:13]=[O:14])[CH:2]([CH3:4])[CH3:3].P([O-])(O)(O)=O.[Na+].OO.Cl([O-])=O.[Na+].[C:27](=O)([O-])[O-:28].[K+].[K+].IC. Given the product [CH2:1]([O:5][C:6]1[CH:11]=[CH:10][CH:9]=[CH:8][C:7]=1[CH2:12][C:13]([O:28][CH3:27])=[O:14])[CH:2]([CH3:4])[CH3:3], predict the reactants needed to synthesize it. (6) Given the product [Cl:1][C:2]1[N:3]=[C:4]([NH:25][CH2:13][CH2:14][CH2:15][CH2:16][CH2:17][CH2:18][CH2:19][CH2:20][CH2:21][CH2:22][CH2:23][CH3:24])[C:5]2[S:10][CH:9]=[C:8]([CH3:11])[C:6]=2[N:7]=1, predict the reactants needed to synthesize it. The reactants are: [Cl:1][C:2]1[N:3]=[C:4](Cl)[C:5]2[S:10][CH:9]=[C:8]([CH3:11])[C:6]=2[N:7]=1.[CH2:13]([NH2:25])[CH2:14][CH2:15][CH2:16][CH2:17][CH2:18][CH2:19][CH2:20][CH2:21][CH2:22][CH2:23][CH3:24]. (7) Given the product [C:1]([OH:6])(=[O:5])[CH:2]([CH3:4])[OH:3].[CH2:7]([O:9][CH2:10][CH2:11][O:12][CH2:13][CH2:14][O:15][CH2:16][CH2:17][OH:18])[CH3:8], predict the reactants needed to synthesize it. The reactants are: [C:1]([OH:6])(=[O:5])[C@H:2]([CH3:4])[OH:3].[CH2:7]([O:9][CH2:10][CH2:11][O:12][CH2:13][CH2:14][O:15][CH2:16][CH2:17][OH:18])[CH3:8].P(OC1C=CC=CC=1)(OC1C=CC=CC=1)OC1C=CC=CC=1. (8) Given the product [O:19]1[CH2:18][CH:17]1[CH2:15][O:1][C:2]1[C:14]2[C:13]3[C:8](=[CH:9][CH:10]=[CH:11][CH:12]=3)[NH:7][C:6]=2[CH:5]=[CH:4][CH:3]=1, predict the reactants needed to synthesize it. The reactants are: [OH:1][C:2]1[C:14]2[C:13]3[C:8](=[CH:9][CH:10]=[CH:11][CH:12]=3)[NH:7][C:6]=2[CH:5]=[CH:4][CH:3]=1.[CH2:15]([CH:17]1[O:19][CH2:18]1)Cl.C(=O)([O-])[O-].[K+].[K+]. (9) Given the product [CH3:14][C:15]1[O:13][C:3]2[C:4]([C:5]#[N:6])=[CH:7][CH:8]=[C:9]([N+:10]([O-:12])=[O:11])[C:2]=2[N:1]=1, predict the reactants needed to synthesize it. The reactants are: [NH2:1][C:2]1[C:3]([OH:13])=[C:4]([CH:7]=[CH:8][C:9]=1[N+:10]([O-:12])=[O:11])[C:5]#[N:6].[C:14](OCC)(OCC)(OCC)[CH3:15].C1(C)C=CC(S([O-])(=O)=O)=CC=1.[NH+]1C=CC=CC=1. (10) Given the product [Br:25][C:24]1[N:5]2[CH:6]=[C:7]([C:18]3[CH:19]=[CH:20][CH:21]=[CH:22][CH:23]=3)[C:8]([C:10]3[CH:11]=[CH:12][C:13]([CH:14]=[O:15])=[CH:16][CH:17]=3)=[N:9][C:4]2=[N:3][C:2]=1[CH3:1], predict the reactants needed to synthesize it. The reactants are: [CH3:1][C:2]1[N:3]=[C:4]2[N:9]=[C:8]([C:10]3[CH:17]=[CH:16][C:13]([CH:14]=[O:15])=[CH:12][CH:11]=3)[C:7]([C:18]3[CH:23]=[CH:22][CH:21]=[CH:20][CH:19]=3)=[CH:6][N:5]2[CH:24]=1.[Br:25]N1C(=O)CCC1=O.